This data is from Reaction yield outcomes from USPTO patents with 853,638 reactions. The task is: Predict the reaction yield, written as a fraction of the theoretical maximum amount of product (1.0 means a 100% yield; for example, 0.34 means a 34% yield). (1) The reactants are [C:1]([O:5][C:6]([N:8]([CH2:27][C:28]1[CH:33]=[CH:32][C:31]([O:34][CH3:35])=[CH:30][C:29]=1[O:36][CH3:37])[C:9]1[N:14]=[C:13]2[N:15]([CH2:21][CH3:22])[C:16]([C:18]([OH:20])=O)=[CH:17][C:12]2=[C:11]2[N:23]([CH3:26])[CH:24]=[N:25][C:10]=12)=[O:7])([CH3:4])([CH3:3])[CH3:2].Cl.[CH:39]1([NH:42][CH:43]2[CH2:45][CH2:44]2)[CH2:41][CH2:40]1.CN1CCOCC1.CN(C(ON1N=NC2C=CC=NC1=2)=[N+](C)C)C.F[P-](F)(F)(F)(F)F. The catalyst is C(#N)C.CN(C1C=CN=CC=1)C. The product is [CH:39]1([N:42]([CH:43]2[CH2:45][CH2:44]2)[C:18]([C:16]2[N:15]([CH2:21][CH3:22])[C:13]3=[N:14][C:9]([N:8]([CH2:27][C:28]4[CH:33]=[CH:32][C:31]([O:34][CH3:35])=[CH:30][C:29]=4[O:36][CH3:37])[C:6](=[O:7])[O:5][C:1]([CH3:2])([CH3:4])[CH3:3])=[C:10]4[N:25]=[CH:24][N:23]([CH3:26])[C:11]4=[C:12]3[CH:17]=2)=[O:20])[CH2:41][CH2:40]1. The yield is 0.780. (2) The reactants are [CH3:1][N:2]([CH3:23])[C:3]([CH:5]1[CH2:10][CH2:9][N:8]([C:11]2[CH:16]=[CH:15][N:14]=[C:13]3[N:17]([CH3:22])[CH:18]=[C:19]([CH:20]=O)[C:12]=23)[CH2:7][CH2:6]1)=[O:4].[OH:24][C:25]1[C:30]2[C:31](=[O:34])[CH2:32][O:33][C:29]=2[CH:28]=[CH:27][CH:26]=1.Cl. The catalyst is C(O)C. The product is [OH:24][C:25]1[C:30]2[C:31](=[O:34])/[C:32](=[CH:20]/[C:19]3[C:12]4[C:13](=[N:14][CH:15]=[CH:16][C:11]=4[N:8]4[CH2:9][CH2:10][CH:5]([C:3]([N:2]([CH3:1])[CH3:23])=[O:4])[CH2:6][CH2:7]4)[N:17]([CH3:22])[CH:18]=3)/[O:33][C:29]=2[CH:28]=[CH:27][CH:26]=1. The yield is 0.350. (3) The reactants are [CH2:1]([O:3][P:4]([CH:9]([F:11])[F:10])(=[O:8])[O:5][CH2:6][CH3:7])[CH3:2].[Li+].CC([N-]C(C)C)C.[CH3:20][C:21]([C:26]1[CH:31]=[C:30]([F:32])[CH:29]=[CH:28][C:27]=1[O:33][CH3:34])([CH3:25])[CH2:22][CH:23]=[O:24].C(O)(=O)C. The catalyst is C1COCC1.C(OCC)(=O)C. The product is [CH2:1]([O:3][P:4]([C:9]([F:11])([F:10])[CH:23]([OH:24])[CH2:22][C:21]([C:26]1[CH:31]=[C:30]([F:32])[CH:29]=[CH:28][C:27]=1[O:33][CH3:34])([CH3:25])[CH3:20])(=[O:8])[O:5][CH2:6][CH3:7])[CH3:2]. The yield is 0.400.